Dataset: Reaction yield outcomes from USPTO patents with 853,638 reactions. Task: Predict the reaction yield, written as a fraction of the theoretical maximum amount of product (1.0 means a 100% yield; for example, 0.34 means a 34% yield). (1) The yield is 0.220. The reactants are C(O)(C(F)(F)F)=O.[Cl:8][C:9]1[CH:44]=[CH:43][C:12]([CH2:13][N:14]([CH2:33][CH2:34][NH:35]C(=O)OC(C)(C)C)[C:15](=[O:32])[C:16]2[CH:21]=[CH:20][C:19]([C:22]3[C:23]4[C@H:30]([CH3:31])[CH2:29][CH2:28][C:24]=4[N:25]=[CH:26][N:27]=3)=[CH:18][CH:17]=2)=[CH:11][CH:10]=1. The product is [NH2:35][CH2:34][CH2:33][N:14]([CH2:13][C:12]1[CH:11]=[CH:10][C:9]([Cl:8])=[CH:44][CH:43]=1)[C:15](=[O:32])[C:16]1[CH:21]=[CH:20][C:19]([C:22]2[C:23]3[C@H:30]([CH3:31])[CH2:29][CH2:28][C:24]=3[N:25]=[CH:26][N:27]=2)=[CH:18][CH:17]=1. The catalyst is C(Cl)Cl. (2) The reactants are [CH2:1]([O:3][C:4](=[O:27])[NH:5][C:6]1[CH:11]=[CH:10][CH:9]=[C:8]([C:12]2[N:13]([CH2:25][CH3:26])[C:14]3[C:19]([C:20]=2[C:21]#[N:22])=[CH:18][CH:17]=[C:16]([O:23]C)[CH:15]=3)[CH:7]=1)[CH3:2].B(Br)(Br)Br. The catalyst is C(Cl)Cl. The product is [CH2:1]([O:3][C:4](=[O:27])[NH:5][C:6]1[CH:11]=[CH:10][CH:9]=[C:8]([C:12]2[N:13]([CH2:25][CH3:26])[C:14]3[C:19]([C:20]=2[C:21]#[N:22])=[CH:18][CH:17]=[C:16]([OH:23])[CH:15]=3)[CH:7]=1)[CH3:2]. The yield is 0.980.